This data is from Forward reaction prediction with 1.9M reactions from USPTO patents (1976-2016). The task is: Predict the product of the given reaction. (1) Given the reactants [CH3:1][C:2]1[C:3]([N+:13]([O-:15])=[O:14])=[C:4]2[C:9](=[CH:10][CH:11]=1)[C:8](=O)[CH2:7][CH2:6][CH2:5]2.I[C:17]1[N:18]=[CH:19][N:20]([S:22]([N:25]([CH3:27])[CH3:26])(=[O:24])=[O:23])[CH:21]=1, predict the reaction product. The product is: [CH3:26][N:25]([CH3:27])[S:22]([N:20]1[CH:21]=[C:17]([C:8]2[C:9]3[C:4](=[C:3]([N+:13]([O-:15])=[O:14])[C:2]([CH3:1])=[CH:11][CH:10]=3)[CH2:5][CH2:6][CH:7]=2)[N:18]=[CH:19]1)(=[O:23])=[O:24]. (2) Given the reactants [F:1][C:2]1[CH:3]=[C:4]([CH:7]=[CH:8][C:9]=1[O:10][CH3:11])[CH:5]=O.[C:12](=O)([O-])[O-].[K+].[K+].[N+](=C(P(=O)(OC)OC)C(=O)C)=[N-], predict the reaction product. The product is: [C:5]([C:4]1[CH:7]=[CH:8][C:9]([O:10][CH3:11])=[C:2]([F:1])[CH:3]=1)#[CH:12]. (3) Given the reactants Br[C:2]1[CH:7]=[CH:6][CH:5]=[CH:4][C:3]=1[CH2:8][C:9]([OH:11])=[O:10].[CH3:12][C:13]1[CH:14]=[C:15]([CH:17]=[C:18]([CH3:20])[CH:19]=1)[NH2:16], predict the reaction product. The product is: [CH3:12][C:13]1[CH:14]=[C:15]([NH:16][C:2]2[CH:7]=[CH:6][CH:5]=[CH:4][C:3]=2[CH2:8][C:9]([OH:11])=[O:10])[CH:17]=[C:18]([CH3:20])[CH:19]=1. (4) The product is: [Cl:8][C:6]1[N:5]=[C:4]([O:9][CH2:10][CH:11]2[CH2:13][CH2:12]2)[N:3]=[C:2]([N:15]2[CH2:16][CH2:17][CH:18]([C:21]3[C:29]4[C:24](=[N:25][CH:26]=[CH:27][CH:28]=4)[NH:23][N:22]=3)[CH2:19][CH2:20]2)[N:7]=1. Given the reactants Cl[C:2]1[N:7]=[C:6]([Cl:8])[N:5]=[C:4]([O:9][CH2:10][CH:11]2[CH2:13][CH2:12]2)[N:3]=1.Cl.[NH:15]1[CH2:20][CH2:19][CH:18]([C:21]2[C:29]3[C:24](=[N:25][CH:26]=[CH:27][CH:28]=3)[NH:23][N:22]=2)[CH2:17][CH2:16]1.CCN(C(C)C)C(C)C, predict the reaction product. (5) Given the reactants [Cl:1][C:2]1[CH:3]=[C:4]([C:9]2([C:16]([F:19])([F:18])[F:17])[CH2:13][C:12](=O)[NH:11][C:10]2=O)[CH:5]=[C:6]([Cl:8])[CH:7]=1.B(F)(F)F.Cl, predict the reaction product. The product is: [Cl:8][C:6]1[CH:5]=[C:4]([C@:9]2([C:16]([F:19])([F:18])[F:17])[CH2:13][CH2:12][NH:11][CH2:10]2)[CH:3]=[C:2]([Cl:1])[CH:7]=1. (6) Given the reactants [CH:1]12[CH2:10][CH:5]3[CH2:6][CH:7]([CH2:9][CH:3]([CH2:4]3)[CH:2]1[CH2:11][C:12]([NH:14][C:15]1[CH:24]=[CH:23][CH:22]=[C:21]3[C:16]=1[CH:17]=[CH:18]O[C:20]3=[O:25])=[O:13])[CH2:8]2.[NH3:26], predict the reaction product. The product is: [CH:3]12[CH2:4][CH:5]3[CH2:6][CH:7]([CH2:8][CH:1]([CH2:10]3)[CH:2]1[CH2:11][C:12]([NH:14][C:15]1[CH:24]=[CH:23][CH:22]=[C:21]3[C:16]=1[CH:17]=[CH:18][NH:26][C:20]3=[O:25])=[O:13])[CH2:9]2.